This data is from Reaction yield outcomes from USPTO patents with 853,638 reactions. The task is: Predict the reaction yield, written as a fraction of the theoretical maximum amount of product (1.0 means a 100% yield; for example, 0.34 means a 34% yield). (1) The reactants are [CH3:1][O:2][C:3]1[CH:4]=[C:5]2[C:9](=[CH:10][C:11]=1[Cl:12])[NH:8][C:7]([C:13]([O:15][CH2:16][CH3:17])=[O:14])=[CH:6]2.[F:18][C:19]([F:30])([F:29])[C:20]1[CH:21]=[C:22]([CH:25]=[CH:26][C:27]=1[Cl:28])[CH2:23]Br. No catalyst specified. The product is [F:29][C:19]([F:18])([F:30])[C:20]1[CH:21]=[C:22]([CH:25]=[CH:26][C:27]=1[Cl:28])[CH2:23][N:8]1[C:9]2[C:5](=[CH:4][C:3]([O:2][CH3:1])=[C:11]([Cl:12])[CH:10]=2)[CH:6]=[C:7]1[C:13]([O:15][CH2:16][CH3:17])=[O:14]. The yield is 0.640. (2) The reactants are [F:1][C:2]1[CH:7]=[CH:6][C:5]([C:8]2[O:12][N:11]=[C:10]([C:13]([O:15][CH2:16][CH3:17])=[O:14])[CH:9]=2)=[CH:4][CH:3]=1.[B-](F)(F)(F)[F:19].[B-](F)(F)(F)F.C1[N+]2(CCl)CC[N+](F)(CC2)C1.C1S(=O)(=O)CCC1. The catalyst is O. The product is [F:19][C:9]1[C:10]([C:13]([O:15][CH2:16][CH3:17])=[O:14])=[N:11][O:12][C:8]=1[C:5]1[CH:4]=[CH:3][C:2]([F:1])=[CH:7][CH:6]=1. The yield is 0.500. (3) The reactants are [H-].[Na+].[C:3]([CH2:5]P(=O)(OCC)OCC)#[N:4].[CH3:14][C:15]1([CH3:24])[CH2:20][C:19]([CH3:22])([CH3:21])[CH2:18][C:17](=O)[CH2:16]1. The catalyst is C1COCC1. The product is [CH3:14][C:15]1([CH3:24])[CH2:20][C:19]([CH3:22])([CH3:21])[CH2:18][C:17](=[CH:5][C:3]#[N:4])[CH2:16]1. The yield is 0.710. (4) The reactants are CN(C(ON1N=NC2C=CC=NC1=2)=[N+](C)C)C.F[P-](F)(F)(F)(F)F.[NH2:25][C@@H:26]1[CH2:31][CH2:30][O:29][CH2:28][C@@H:27]1[NH:32][C:33](=[O:39])[O:34][C:35]([CH3:38])([CH3:37])[CH3:36].[CH3:40][O:41][C:42]1[CH:43]=[C:44]2[C:48](=[CH:49][CH:50]=1)[N:47]([CH3:51])[N:46]=[C:45]2[C:52]1[N:53]=[C:54]2[C:60]([C:61](O)=[O:62])=[CH:59][N:58]([CH2:64][O:65][CH2:66][CH2:67][Si:68]([CH3:71])([CH3:70])[CH3:69])[C:55]2=[N:56][CH:57]=1. The catalyst is CN(C=O)C. The product is [CH3:40][O:41][C:42]1[CH:43]=[C:44]2[C:48](=[CH:49][CH:50]=1)[N:47]([CH3:51])[N:46]=[C:45]2[C:52]1[N:53]=[C:54]2[C:60]([C:61]([NH:25][C@@H:26]3[CH2:31][CH2:30][O:29][CH2:28][C@@H:27]3[NH:32][C:33](=[O:39])[O:34][C:35]([CH3:36])([CH3:38])[CH3:37])=[O:62])=[CH:59][N:58]([CH2:64][O:65][CH2:66][CH2:67][Si:68]([CH3:69])([CH3:71])[CH3:70])[C:55]2=[N:56][CH:57]=1. The yield is 1.00. (5) The reactants are [C:1]([O:5][C:6](=[O:17])[N:7]([CH2:9][C:10]1[CH:15]=[CH:14][CH:13]=[CH:12][C:11]=1I)[CH3:8])([CH3:4])([CH3:3])[CH3:2].CC(C)([O-])C.[Na+].[CH:24]([Si:27]([CH:32]([CH3:34])[CH3:33])([CH:29]([CH3:31])[CH3:30])[SH:28])([CH3:26])[CH3:25]. The catalyst is C1C=CC(/C=C/C(/C=C/C2C=CC=CC=2)=O)=CC=1.C1C=CC(/C=C/C(/C=C/C2C=CC=CC=2)=O)=CC=1.C1C=CC(/C=C/C(/C=C/C2C=CC=CC=2)=O)=CC=1.[Pd].[Pd].C1(P(C2C=CC=CC=2)C2C=CC=CC=2OC2C=CC=CC=2P(C2C=CC=CC=2)C2C=CC=CC=2)C=CC=CC=1.C1(C)C=CC=CC=1. The product is [C:1]([O:5][C:6](=[O:17])[N:7]([CH3:8])[CH2:9][C:10]1[CH:15]=[CH:14][CH:13]=[CH:12][C:11]=1[S:28][Si:27]([CH:29]([CH3:31])[CH3:30])([CH:32]([CH3:34])[CH3:33])[CH:24]([CH3:25])[CH3:26])([CH3:4])([CH3:3])[CH3:2]. The yield is 0.970. (6) The reactants are Cl.[F:2][C:3]1[CH:8]=[CH:7][C:6]([NH:9][C:10]([O:12][N:13]=[C:14]2[CH2:19][CH2:18][N:17](C(OC(C)(C)C)=O)[CH2:16][CH2:15]2)=[O:11])=[CH:5][CH:4]=1. The catalyst is O1CCOCC1. The product is [F:2][C:3]1[CH:8]=[CH:7][C:6]([NH:9][C:10]([O:12][N:13]=[C:14]2[CH2:19][CH2:18][NH:17][CH2:16][CH2:15]2)=[O:11])=[CH:5][CH:4]=1. The yield is 0.690. (7) The reactants are C(O[BH-](O[C:11](=[O:13])[CH3:12])OC(=O)C)(=O)C.[Na+].[N+:15]([C:18]1[CH:19]=[C:20]2[C:26](=[CH:27][CH:28]=1)[CH:25]1O[CH:21]2[CH2:22][NH:23][CH2:24]1)([O-:17])=[O:16].C(=O)C.ClC(Cl)C. The catalyst is C(O)(=O)C. The product is [CH2:22]([N:23]1[CH2:12][CH:11]2[O:13][CH:25]([C:26]3[C:20]2=[CH:19][C:18]([N+:15]([O-:17])=[O:16])=[CH:28][CH:27]=3)[CH2:24]1)[CH3:21]. The yield is 0.510.